From a dataset of Forward reaction prediction with 1.9M reactions from USPTO patents (1976-2016). Predict the product of the given reaction. (1) The product is: [NH2:50][C:48](=[O:49])[CH2:47][NH:46][C:21]([N:7]1[C@H:8]([C:9]2[CH:14]=[CH:13][C:12]([C:15]#[N:16])=[CH:11][C:10]=2[S:17]([CH3:20])(=[O:18])=[O:19])[C:3]([C:1]#[N:2])=[C:4]([CH3:44])[N:5]([C:34]2[CH:39]=[CH:38][CH:37]=[C:36]([C:40]([F:43])([F:42])[F:41])[CH:35]=2)[C:6]1=[O:33])=[O:22]. Given the reactants [C:1]([C:3]1[C@@H:8]([C:9]2[CH:14]=[CH:13][C:12]([C:15]#[N:16])=[CH:11][C:10]=2[S:17]([CH3:20])(=[O:19])=[O:18])[N:7]([C:21](OC2C=CC([N+]([O-])=O)=CC=2)=[O:22])[C:6](=[O:33])[N:5]([C:34]2[CH:39]=[CH:38][CH:37]=[C:36]([C:40]([F:43])([F:42])[F:41])[CH:35]=2)[C:4]=1[CH3:44])#[N:2].Cl.[NH2:46][CH2:47][C:48]([NH2:50])=[O:49].C(N(CC)C(C)C)(C)C, predict the reaction product. (2) Given the reactants Br[CH2:2][C:3]1[CH:8]=[CH:7][C:6]([CH2:9][CH2:10][N:11]2[CH:16]=[CH:15][C:14]([O:17][CH2:18][C:19]3[CH:24]=[CH:23][CH:22]=[C:21]([F:25])[CH:20]=3)=[CH:13][C:12]2=[O:26])=[CH:5][CH:4]=1.[NH:27]1[CH2:32][CH2:31][CH:30]([NH:33][C:34](=[O:36])[CH3:35])[CH2:29][CH2:28]1.C(N(C(C)C)C(C)C)C, predict the reaction product. The product is: [F:25][C:21]1[CH:20]=[C:19]([CH:24]=[CH:23][CH:22]=1)[CH2:18][O:17][C:14]1[CH:15]=[CH:16][N:11]([CH2:10][CH2:9][C:6]2[CH:7]=[CH:8][C:3]([CH2:2][N:27]3[CH2:32][CH2:31][CH:30]([NH:33][C:34](=[O:36])[CH3:35])[CH2:29][CH2:28]3)=[CH:4][CH:5]=2)[C:12](=[O:26])[CH:13]=1. (3) The product is: [NH2:18][C:17]([C:20]1[CH:25]=[C:24]([C:2]2[CH:3]=[C:4]3[C:8](=[CH:9][CH:10]=2)[NH:7][C:6]2[C:11]([CH2:15][CH3:16])=[N:12][CH:13]=[CH:14][C:5]3=2)[CH:23]=[CH:22][CH:21]=1)=[O:19]. Given the reactants Br[C:2]1[CH:3]=[C:4]2[C:8](=[CH:9][CH:10]=1)[NH:7][C:6]1[C:11]([CH2:15][CH3:16])=[N:12][CH:13]=[CH:14][C:5]2=1.[C:17]([C:20]1[CH:21]=[C:22](B(O)O)[CH:23]=[CH:24][CH:25]=1)(=[O:19])[NH2:18].C(=O)([O-])[O-].[K+].[K+], predict the reaction product. (4) Given the reactants [NH2:1][C:2]1[N:7]=[CH:6][C:5]([C:8]([N:10]([CH2:13][CH3:14])[CH2:11][CH3:12])=[O:9])=[CH:4][C:3]=1[NH:15][C:16](=O)[CH2:17][C:18]1[CH:23]=[CH:22][C:21]([O:24][CH2:25][CH3:26])=[CH:20][CH:19]=1.[N+:28]([C:31]1[S:35][C:34]([CH:36]=O)=[CH:33][CH:32]=1)([O-:30])=[O:29].B.N1C=CC=CC=1, predict the reaction product. The product is: [CH2:25]([O:24][C:21]1[CH:22]=[CH:23][C:18]([CH2:17][C:16]2[N:1]([CH2:36][C:34]3[S:35][C:31]([N+:28]([O-:30])=[O:29])=[CH:32][CH:33]=3)[C:2]3=[N:7][CH:6]=[C:5]([C:8]([N:10]([CH2:13][CH3:14])[CH2:11][CH3:12])=[O:9])[CH:4]=[C:3]3[N:15]=2)=[CH:19][CH:20]=1)[CH3:26]. (5) Given the reactants [CH:1]([N:14]1[CH2:17][CH:16](OS(C)(=O)=O)[CH2:15]1)([C:8]1[CH:13]=[CH:12][CH:11]=[CH:10][CH:9]=1)[C:2]1[CH:7]=[CH:6][CH:5]=[CH:4][CH:3]=1.O.[C-:24]#[N:25].[Na+].C(=O)([O-])[O-].[Na+].[Na+], predict the reaction product. The product is: [CH:1]([N:14]1[CH2:17][CH:16]([C:24]#[N:25])[CH2:15]1)([C:8]1[CH:13]=[CH:12][CH:11]=[CH:10][CH:9]=1)[C:2]1[CH:7]=[CH:6][CH:5]=[CH:4][CH:3]=1. (6) Given the reactants [NH2:1][C:2]1[C:15]([CH3:16])=[CH:14][CH:13]=[CH:12][C:3]=1[C:4]([O:6][CH2:7][CH2:8][CH2:9][CH2:10][CH3:11])=[O:5].[BrH:17].OO, predict the reaction product. The product is: [NH2:1][C:2]1[C:15]([CH3:16])=[CH:14][C:13]([Br:17])=[CH:12][C:3]=1[C:4]([O:6][CH2:7][CH2:8][CH2:9][CH2:10][CH3:11])=[O:5]. (7) Given the reactants B([C:4]1[CH:15]=[C:14]([Cl:16])[CH:13]=[CH:12][C:5]=1[O:6][C@@H:7]([CH3:11])[C:8]([OH:10])=[O:9])(O)O.Br[C:18]1[CH:19]=[C:20]([C:24]#[N:25])[CH:21]=[CH:22][CH:23]=1, predict the reaction product. The product is: [Cl:16][C:14]1[CH:13]=[CH:12][C:5]([O:6][C@@H:7]([CH3:11])[C:8]([OH:10])=[O:9])=[C:4]([C:18]2[CH:23]=[CH:22][CH:21]=[C:20]([C:24]#[N:25])[CH:19]=2)[CH:15]=1. (8) Given the reactants [C:1](=[O:4])(O)[O-].[Na+].O.[Br:7][C:8]1[CH:13]=[CH:12][C:11]([CH:14]([NH2:16])[CH3:15])=[CH:10][CH:9]=1.ClC(Cl)(OC(=O)OC(Cl)(Cl)Cl)Cl, predict the reaction product. The product is: [Br:7][C:8]1[CH:13]=[CH:12][C:11]([C@@H:14]([N:16]=[C:1]=[O:4])[CH3:15])=[CH:10][CH:9]=1.